From a dataset of Full USPTO retrosynthesis dataset with 1.9M reactions from patents (1976-2016). Predict the reactants needed to synthesize the given product. (1) Given the product [Br:1][C:2]1[CH:7]=[CH:6][CH:5]=[CH:4][C:3]=1[C:8]1[N:39]([C:41]2[CH:46]=[CH:45][CH:44]=[CH:43][CH:42]=2)[C:33]2[C:34]([C:9]=1[CH2:10][CH2:11][CH2:12][N:13]1[CH2:18][CH2:17][CH:16]([C:19]3[CH:20]=[C:21]([NH:25][C:26](=[O:30])[CH:27]([CH3:29])[CH3:28])[CH:22]=[CH:23][CH:24]=3)[CH2:15][CH2:14]1)=[CH:35][CH:36]=[CH:37][CH:38]=2, predict the reactants needed to synthesize it. The reactants are: [Br:1][C:2]1[CH:7]=[CH:6][CH:5]=[CH:4][C:3]=1[C:8](=O)[CH2:9][CH2:10][CH2:11][CH2:12][N:13]1[CH2:18][CH2:17][CH:16]([C:19]2[CH:20]=[C:21]([NH:25][C:26](=[O:30])[CH:27]([CH3:29])[CH3:28])[CH:22]=[CH:23][CH:24]=2)[CH2:15][CH2:14]1.Cl.[C:33]1([N:39]([C:41]2[CH:46]=[CH:45][CH:44]=[CH:43][CH:42]=2)N)[CH:38]=[CH:37][CH:36]=[CH:35][CH:34]=1. (2) Given the product [CH3:16][O:17][C:18](=[O:27])[C:19]1[CH:24]=[CH:23][CH:22]=[C:21]([CH2:25][N:10]2[CH2:15][CH2:14][N:13]([C:8]3[CH:9]=[CH:2][CH:3]=[C:4]([CH2:5][NH2:6])[CH:7]=3)[CH2:12][CH2:11]2)[CH:20]=1, predict the reactants needed to synthesize it. The reactants are: F[C:2]1[CH:3]=[C:4]([CH:7]=[CH:8][CH:9]=1)[C:5]#[N:6].[NH:10]1[CH2:15][CH2:14][NH:13][CH2:12][CH2:11]1.[CH3:16][O:17][C:18](=[O:27])[C:19]1[CH:24]=[CH:23][CH:22]=[C:21]([CH2:25]Br)[CH:20]=1.C([O-])([O-])=O.[Cs+].[Cs+].Cl. (3) Given the product [NH2:11][C:7]1[CH:8]=[CH:9][CH:10]=[C:5]([O:4][CH2:3][O:2][CH3:1])[C:6]=1[CH2:14][CH2:15][C@H:16]([OH:18])[CH3:17], predict the reactants needed to synthesize it. The reactants are: [CH3:1][O:2][CH2:3][O:4][C:5]1[CH:10]=[CH:9][CH:8]=[C:7]([N+:11]([O-])=O)[C:6]=1[C:14]#[C:15][C@H:16]([OH:18])[CH3:17].[H][H]. (4) Given the product [CH3:1][O:2][C:3]([C:5]1[S:6][C:7]2[C:8]([OH:21])([CH3:20])[CH2:9][O:10][C:11]3[CH:18]=[CH:17][C:16]([C:26]#[C:25][C:23]([OH:27])([CH3:24])[CH3:22])=[CH:15][C:12]=3[C:13]=2[N:14]=1)=[O:4], predict the reactants needed to synthesize it. The reactants are: [CH3:1][O:2][C:3]([C:5]1[S:6][C:7]2[C:8]([OH:21])([CH3:20])[CH2:9][O:10][C:11]3[CH:18]=[CH:17][C:16](Br)=[CH:15][C:12]=3[C:13]=2[N:14]=1)=[O:4].[CH3:22][C:23]([OH:27])([C:25]#[CH:26])[CH3:24].C1C=CC(P(C2C=CC=CC=2)C2C=CC=CC=2)=CC=1. (5) Given the product [F:1][C:2]1[C:3]([OH:22])=[C:4]([CH:20]=[O:21])[C:5]2[CH:6]=[CH:7][N:8]([S:11]([C:14]3[CH:19]=[CH:18][CH:17]=[CH:16][CH:15]=3)(=[O:13])=[O:12])[C:9]=2[CH:10]=1, predict the reactants needed to synthesize it. The reactants are: [F:1][C:2]1[CH:10]=[C:9]2[C:5]([CH:6]=[CH:7][N:8]2[S:11]([C:14]2[CH:19]=[CH:18][CH:17]=[CH:16][CH:15]=2)(=[O:13])=[O:12])=[C:4]([CH2:20][OH:21])[C:3]=1[OH:22].